This data is from Reaction yield outcomes from USPTO patents with 853,638 reactions. The task is: Predict the reaction yield, written as a fraction of the theoretical maximum amount of product (1.0 means a 100% yield; for example, 0.34 means a 34% yield). (1) The reactants are IC1C2[C:5](=CC(C(F)(F)F)=CC=2)[N:4](S(C2C=CC=CC=2)(=O)=O)[CH:3]=1.[F:24][C:25]1[CH:33]=[C:32]2[C:28]([C:29]([C:34]3[CH:35]=[N:36][N:37]([CH2:39][CH2:40][C:41]([OH:43])=O)[CH:38]=3)=[CH:30][NH:31]2)=[CH:27][CH:26]=1. No catalyst specified. The product is [F:24][C:25]1[CH:33]=[C:32]2[C:28]([C:29]([C:34]3[CH:35]=[N:36][N:37]([CH2:39][CH2:40][C:41]([N:4]([CH3:5])[CH3:3])=[O:43])[CH:38]=3)=[CH:30][NH:31]2)=[CH:27][CH:26]=1. The yield is 0.180. (2) The reactants are [C:1]([N:8]1[CH2:14][CH2:13][CH2:12][C@@H:9]1[CH2:10][OH:11])([O:3][C:4]([CH3:7])([CH3:6])[CH3:5])=[O:2].[S:15](Cl)([C:18]1[CH:24]=[CH:23][C:21]([CH3:22])=[CH:20][CH:19]=1)(=[O:17])=[O:16]. The catalyst is N1C=CC=CC=1. The product is [C:4]([O:3][C:1]([N:8]1[CH2:14][CH2:13][CH2:12][C@@H:9]1[CH2:10][O:11][S:15]([C:18]1[CH:24]=[CH:23][C:21]([CH3:22])=[CH:20][CH:19]=1)(=[O:17])=[O:16])=[O:2])([CH3:7])([CH3:6])[CH3:5]. The yield is 0.910. (3) The reactants are [CH2:1]([O:3][CH:4]([O:14][CH2:15][CH3:16])[CH2:5][NH:6][C:7]1[CH:12]=[CH:11][CH:10]=[CH:9][C:8]=1[F:13])[CH3:2].[H-].[Na+].[CH3:19]I. The catalyst is CN(C=O)C. The product is [CH2:1]([O:3][CH:4]([O:14][CH2:15][CH3:16])[CH2:5][N:6]([CH3:19])[C:7]1[CH:12]=[CH:11][CH:10]=[CH:9][C:8]=1[F:13])[CH3:2]. The yield is 0.380. (4) The reactants are C([O:3][C:4]([C:6]1[N:11]=[C:10]([C:12]2[CH:17]=[CH:16][C:15]([O:18][C:19]3[CH:24]=[CH:23][C:22]([F:25])=[CH:21][CH:20]=3)=[CH:14][CH:13]=2)[CH:9]=[CH:8][N:7]=1)=O)C.F[C:27]1C=CC(OC2C=CC(C3C=CN=C(C(O)=O)N=3)=CC=2)=CC=1.ICC.C(=O)([O-])[O-].[Cs+].[Cs+]. The catalyst is CN(C=O)C. The product is [F:25][C:22]1[CH:23]=[CH:24][C:19]([O:18][C:15]2[CH:16]=[CH:17][C:12]([C:10]3[CH:9]=[CH:8][N:7]=[C:6]([C:4](=[O:3])[CH3:27])[N:11]=3)=[CH:13][CH:14]=2)=[CH:20][CH:21]=1. The yield is 0.620. (5) The reactants are [C:1]([O:5][C:6]([N:8]1[CH2:15][CH:14]2[CH:10]([CH2:11][NH:12][CH2:13]2)[CH2:9]1)=[O:7])([CH3:4])([CH3:3])[CH3:2].[N:16]1[N:17]=[C:18]([C:21]2[CH:29]=[CH:28][CH:27]=[CH:26][C:22]=2[C:23](O)=[O:24])[NH:19][CH:20]=1.CCN=C=NCCCN(C)C.Cl.C1C=CC2N(O)N=NC=2C=1. The catalyst is C(Cl)Cl. The product is [NH3:8].[N:16]1[N:17]=[C:18]([C:21]2[CH:29]=[CH:28][CH:27]=[CH:26][C:22]=2[C:23]([N:12]2[CH2:13][CH:14]3[CH2:15][N:8]([C:6]([O:5][C:1]([CH3:4])([CH3:2])[CH3:3])=[O:7])[CH2:9][CH:10]3[CH2:11]2)=[O:24])[NH:19][CH:20]=1. The yield is 0.0800. (6) The reactants are [Br:1][C:2]1[CH:11]=[C:10]2[C:5]([NH:6][C@@H:7]([CH3:19])[CH2:8][N:9]2[C:12]([O:14][C:15]([CH3:18])([CH3:17])[CH3:16])=[O:13])=[CH:4][CH:3]=1.N1C=CC=CC=1.Cl[C:27]([O:29][CH3:30])=[O:28]. The catalyst is ClCCCl. The product is [Br:1][C:2]1[CH:11]=[C:10]2[C:5](=[CH:4][CH:3]=1)[N:6]([C:27]([O:29][CH3:30])=[O:28])[C@@H:7]([CH3:19])[CH2:8][N:9]2[C:12]([O:14][C:15]([CH3:18])([CH3:17])[CH3:16])=[O:13]. The yield is 1.00.